Predict the product of the given reaction. From a dataset of Forward reaction prediction with 1.9M reactions from USPTO patents (1976-2016). (1) The product is: [Cl:8][C:5]1[N:6]=[CH:7][C:2]([CH2:17][C:16]([O:15][C:11]([CH3:14])([CH3:13])[CH3:12])=[O:19])=[CH:3][C:4]=1[F:9]. Given the reactants Br[C:2]1[CH:3]=[C:4]([F:9])[C:5]([Cl:8])=[N:6][CH:7]=1.[Cl-].[C:11]([O:15][C:16](=[O:19])[CH2:17][Zn+])([CH3:14])([CH3:13])[CH3:12].CCOCC, predict the reaction product. (2) Given the reactants C1COC2(N)N(C(NC3C=CC4OC(CO)=CC=4C=3)=NC=C2F)O1.[F:25][C:26]1[C:27]([NH:46][C:47]2[CH:52]=[CH:51][CH:50]=[C:49]([OH:53])[CH:48]=2)=[N:28][C:29]([NH:32][C:33]2[CH:34]=[CH:35][C:36]3[O:40][C:39]([C:41](OC)=[O:42])=[CH:38][C:37]=3[CH:45]=2)=[N:30][CH:31]=1.CC(C[AlH]CC(C)C)C, predict the reaction product. The product is: [F:25][C:26]1[C:27]([NH:46][C:47]2[CH:52]=[CH:51][CH:50]=[C:49]([OH:53])[CH:48]=2)=[N:28][C:29]([NH:32][C:33]2[CH:34]=[CH:35][C:36]3[O:40][C:39]([CH2:41][OH:42])=[CH:38][C:37]=3[CH:45]=2)=[N:30][CH:31]=1.